This data is from Drug-target binding data from BindingDB patent sources. The task is: Regression. Given a target protein amino acid sequence and a drug SMILES string, predict the binding affinity score between them. We predict pAffinity (pAffinity = -log10(affinity in M)). Dataset: bindingdb_patent. (1) The small molecule is N[C@H]1Cc2nn(cc2N(O)C1=O)-c1ccccc1. The target protein (Q8N5Z0) has sequence MNYARFITAASAARNPSPIRTMTDILSRGPKSMISLAGGLPNPNMFPFKTAVITVENGKTIQFGEEMMKRALQYSPSAGIPELLSWLKQLQIKLHNPPTIHYPPSQGQMDLCVTSGSQQGLCKVFEMIINPGDNVLLDEPAYSGTLQSLHPLGCNIINVASDESGIVPDSLRDILSRWKPEDAKNPQKNTPKFLYTVPNGNNPTGNSLTSERKKEIYELARKYDFLIIEDDPYYFLQFNKFRVPTFLSMDVDGRVIRADSFSKIISSGLRIGFLTGPKPLIERVILHIQVSTLHPSTFNQLMISQLLHEWGEEGFMAHVDRVIDFYSNQKDAILAAADKWLTGLAEWHVPAAGMFLWIKVKGINDVKELIEEKAVKMGVLMLPGNAFYVDSSAPSPYLRASFSSASPEQMDVAFQVLAQLIKESL. The pAffinity is 7.1. (2) The small molecule is CCOc1ncccc1-c1cc(NCc2nc(C)cs2)c2n(nc(C)c2n1)C(C)C. The target protein (Q01064) has sequence MELSPRSPPEMLEESDCPSPLELKSAPSKKMWIKLRSLLRYMVKQLENGEINIEELKKNLEYTASLLEAVYIDETRQILDTEDELQELRSDAVPSEVRDWLASTFTQQARAKGRRAEEKPKFRSIVHAVQAGIFVERMFRRTYTSVGPTYSTAVLNCLKNLDLWCFDVFSLNQAADDHALRTIVFELLTRHNLISRFKIPTVFLMSFLDALETGYGKYKNPYHNQIHAADVTQTVHCFLLRTGMVHCLSEIELLAIIFAAAIHDYEHTGTTNSFHIQTKSECAIVYNDRSVLENHHISSVFRLMQDDEMNIFINLTKDEFVELRALVIEMVLATDMSCHFQQVKTMKTALQQLERIDKPKALSLLLHAADISHPTKQWLVHSRWTKALMEEFFRQGDKEAELGLPFSPLCDRTSTLVAQSQIGFIDFIVEPTFSVLTDVAEKSVQPLADEDSKSKNQPSFQWRQPSLDVEVGDPNPDVVSFRSTWVKRIQENKQKWKERA.... The pAffinity is 8.9. (3) The drug is ONC(=O)c1ccc2CCC(Cc2c1)Nc1ccc(Br)cc1. The target protein (Q9BY41) has sequence MEEPEEPADSGQSLVPVYIYSPEYVSMCDSLAKIPKRASMVHSLIEAYALHKQMRIVKPKVASMEEMATFHTDAYLQHLQKVSQEGDDDHPDSIEYGLGYDCPATEGIFDYAAAIGGATITAAQCLIDGMCKVAINWSGGWHHAKKDEASGFCYLNDAVLGILRLRRKFERILYVDLDLHHGDGVEDAFSFTSKVMTVSLHKFSPGFFPGTGDVSDVGLGKGRYYSVNVPIQDGIQDEKYYQICESVLKEVYQAFNPKAVVLQLGADTIAGDPMCSFNMTPVGIGKCLKYILQWQLATLILGGGGYNLANTARCWTYLTGVILGKTLSSEIPDHEFFTAYGPDYVLEITPSCRPDRNEPHRIQQILNYIKGNLKHVV. The pAffinity is 6.2. (4) The small molecule is Cc1nnc(Cn2c(Sc3nc4ccccc4[nH]3)nc3n(C)c(=O)[nH]c(=O)c23)o1. The target protein (Q8IWU9) has sequence MQPAMMMFSSKYWARRGFSLDSAVPEEHQLLGSSTLNKPNSGKNDDKGNKGSSKREAATESGKTAVVFSLKNEVGGLVKALRLFQEKRVNMVHIESRKSRRRSSEVEIFVDCECGKTEFNELIQLLKFQTTIVTLNPPENIWTEEEELEDVPWFPRKISELDKCSHRVLMYGSELDADHPGFKDNVYRQRRKYFVDVAMGYKYGQPIPRVEYTEEETKTWGVVFRELSKLYPTHACREYLKNFPLLTKYCGYREDNVPQLEDVSMFLKERSGFTVRPVAGYLSPRDFLAGLAYRVFHCTQYIRHGSDPLYTPEPDTCHELLGHVPLLADPKFAQFSQEIGLASLGASDEDVQKLATCYFFTIEFGLCKQEGQLRAYGAGLLSSIGELKHALSDKACVKAFDPKTTCLQECLITTFQEAYFVSESFEEAKEKMRDFAKSITRPFSVYFNPYTQSIEILKDTRSIENVVQDLRSDLNTVCDALNKMNQYLGI. The pAffinity is 3.7. (5) The drug is O=C(Nc1ccc2nccnc2c1)c1cccc(c1)C1CC1NCC1CC1. The target protein (O60341) has sequence MLSGKKAAAAAAAAAAAATGTEAGPGTAGGSENGSEVAAQPAGLSGPAEVGPGAVGERTPRKKEPPRASPPGGLAEPPGSAGPQAGPTVVPGSATPMETGIAETPEGRRTSRRKRAKVEYREMDESLANLSEDEYYSEEERNAKAEKEKKLPPPPPQAPPEEENESEPEEPSGVEGAAFQSRLPHDRMTSQEAACFPDIISGPQQTQKVFLFIRNRTLQLWLDNPKIQLTFEATLQQLEAPYNSDTVLVHRVHSYLERHGLINFGIYKRIKPLPTKKTGKVIIIGSGVSGLAAARQLQSFGMDVTLLEARDRVGGRVATFRKGNYVADLGAMVVTGLGGNPMAVVSKQVNMELAKIKQKCPLYEANGQAVPKEKDEMVEQEFNRLLEATSYLSHQLDFNVLNNKPVSLGQALEVVIQLQEKHVKDEQIEHWKKIVKTQEELKELLNKMVNLKEKIKELHQQYKEASEVKPPRDITAEFLVKSKHRDLTALCKEYDELAET.... The pAffinity is 7.0. (6) The compound is Nc1cc(F)ccc1NC(=O)CCCCCNC(=O)c1nccs1. The target protein (O15379) has sequence MAKTVAYFYDPDVGNFHYGAGHPMKPHRLALTHSLVLHYGLYKKMIVFKPYQASQHDMCRFHSEDYIDFLQRVSPTNMQGFTKSLNAFNVGDDCPVFPGLFEFCSRYTGASLQGATQLNNKICDIAINWAGGLHHAKKFEASGFCYVNDIVIGILELLKYHPRVLYIDIDIHHGDGVQEAFYLTDRVMTVSFHKYGNYFFPGTGDMYEVGAESGRYYCLNVPLRDGIDDQSYKHLFQPVINQVVDFYQPTCIVLQCGADSLGCDRLGCFNLSIRGHGECVEYVKSFNIPLLVLGGGGYTVRNVARCWTYETSLLVEEAISEELPYSEYFEYFAPDFTLHPDVSTRIENQNSRQYLDQIRQTIFENLKMLNHAPSVQIHDVPADLLTYDRTDEADAEERGPEENYSRPEAPNEFYDGDHDNDKESDVEI. The pAffinity is 5.6. (7) The drug is Clc1c[nH]c2ncc(CNC(=O)c3ccnc(Cc4ccc5ncc(cc5c4)C4CC4)c3)cc12. The target protein (Q92918) has sequence MDVVDPDIFNRDPRDHYDLLQRLGGGTYGEVFKARDKVSGDLVALKMVKMEPDDDVSTLQKEILILKTCRHANIVAYHGSYLWLQKLWICMEFCGAGSLQDIYQVTGSLSELQISYVCREVLQGLAYLHSQKKIHRDIKGANILINDAGEVRLADFGISAQIGATLARRLSFIGTPYWMAPEVAAVALKGGYNELCDIWSLGITAIELAELQPPLFDVHPLRVLFLMTKSGYQPPRLKEKGKWSAAFHNFIKVTLTKSPKKRPSATKMLSHQLVSQPGLNRGLILDLLDKLKNPGKGPSIGDIEDEEPELPPAIPRRIRSTHRSSSLGIPDADCCRRHMEFRKLRGMETRPPANTARLQPPRDLRSSSPRKQLSESSDDDYDDVDIPTPAEDTPPPLPPKPKFRSPSDEGPGSMGDDGQLSPGVLVRCASGPPPNSPRPGPPPSTSSPHLTAHSEPSLWNPPSRELDKPPLLPPKKEKMKRKGCALLVKLFNGCPLRIHS.... The pAffinity is 7.0. (8) The compound is CCc1nn2c(C)cc(C)nc2c1Cc1ccc(\C=C\CC2(O)CCNCC2)cc1. The target protein (P46093) has sequence MGNHTWEGCHVDSRVDHLFPPSLYIFVIGVGLPTNCLALWAAYRQVQQRNELGVYLMNLSIADLLYICTLPLWVDYFLHHDNWIHGPGSCKLFGFIFYTNIYISIAFLCCISVDRYLAVAHPLRFARLRRVKTAVAVSSVVWATELGANSAPLFHDELFRDRYNHTFCFEKFPMEGWVAWMNLYRVFVGFLFPWALMLLSYRGILRAVRGSVSTERQEKAKIKRLALSLIAIVLVCFAPYHVLLLSRSAIYLGRPWDCGFEERVFSAYHSSLAFTSLNCVADPILYCLVNEGARSDVAKALHNLLRFLASDKPQEMANASLTLETPLTSKRNSTAKAMTGSWAATPPSQGDQVQLKMLPPAQ. The pAffinity is 7.4. (9) The drug is COc1ccc(OCC2N(CCc3cc(OC)c(OC)cc23)C(=O)c2cccc(OC)c2)cc1. The target protein (Q14957) has sequence MGGALGPALLLTSLFGAWAGLGPGQGEQGMTVAVVFSSSGPPQAQFRARLTPQSFLDLPLEIQPLTVGVNTTNPSSLLTQICGLLGAAHVHGIVFEDNVDTEAVAQILDFISSQTHVPILSISGGSAVVLTPKEPGSAFLQLGVSLEQQLQVLFKVLEEYDWSAFAVITSLHPGHALFLEGVRAVADASHVSWRLLDVVTLELGPGGPRARTQRLLRQLDAPVFVAYCSREEAEVLFAEAAQAGLVGPGHVWLVPNLALGSTDAPPATFPVGLISVVTESWRLSLRQKVRDGVAILALGAHSYWRQHGTLPAPAGDCRVHPGPVSPAREAFYRHLLNVTWEGRDFSFSPGGYLVQPTMVVIALNRHRLWEMVGRWEHGVLYMKYPVWPRYSASLQPVVDSRHLTVATLEERPFVIVESPDPGTGGCVPNTVPCRRQSNHTFSSGDVAPYTKLCCKGFCIDILKKLARVVKFSYDLYLVTNGKHGKRVRGVWNGMIGEVYY.... The pAffinity is 5.2. (10) The drug is O=C(N1CCC1)c1nc2cccnn2c1-c1ccc2OCCc2c1. The target protein (P27815) has sequence MEPPTVPSERSLSLSLPGPREGQATLKPPPQHLWRQPRTPIRIQQRGYSDSAERAERERQPHRPIERADAMDTSDRPGLRTTRMSWPSSFHGTGTGSGGAGGGSSRRFEAENGPTPSPGRSPLDSQASPGLVLHAGAATSQRRESFLYRSDSDYDMSPKTMSRNSSVTSEAHAEDLIVTPFAQVLASLRSVRSNFSLLTNVPVPSNKRSPLGGPTPVCKATLSEETCQQLARETLEELDWCLEQLETMQTYRSVSEMASHKFKRMLNRELTHLSEMSRSGNQVSEYISTTFLDKQNEVEIPSPTMKEREKQQAPRPRPSQPPPPPVPHLQPMSQITGLKKLMHSNSLNNSNIPRFGVKTDQEELLAQELENLNKWGLNIFCVSDYAGGRSLTCIMYMIFQERDLLKKFRIPVDTMVTYMLTLEDHYHADVAYHNSLHAADVLQSTHVLLATPALDAVFTDLEILAALFAAAIHDVDHPGVSNQFLINTNSELALMYNDES.... The pAffinity is 7.5.